Dataset: Forward reaction prediction with 1.9M reactions from USPTO patents (1976-2016). Task: Predict the product of the given reaction. Given the reactants Br[C:2]1[CH:10]=[CH:9][C:8]([Cl:11])=[CH:7][C:3]=1[C:4]([OH:6])=[O:5].C([Li])CCC.[CH3:17][O:18][C:19]1[CH:30]=[CH:29][C:22]([C:23](N(OC)C)=[O:24])=[CH:21][CH:20]=1, predict the reaction product. The product is: [Cl:11][C:8]1[CH:9]=[CH:10][C:2]([C:23](=[O:24])[C:22]2[CH:29]=[CH:30][C:19]([O:18][CH3:17])=[CH:20][CH:21]=2)=[C:3]([CH:7]=1)[C:4]([OH:6])=[O:5].